This data is from Reaction yield outcomes from USPTO patents with 853,638 reactions. The task is: Predict the reaction yield, written as a fraction of the theoretical maximum amount of product (1.0 means a 100% yield; for example, 0.34 means a 34% yield). The reactants are C(OC([N:8]1[CH2:13][CH2:12][C:11]([C:20]([N:22]2[CH2:27][CH2:26][O:25][CH2:24][CH2:23]2)=[O:21])([C:14]2[CH:19]=[CH:18][CH:17]=[CH:16][CH:15]=2)[CH2:10][CH2:9]1)=O)(C)(C)C.FC(F)(F)C(O)=O.[OH-].[Na+]. The catalyst is C(Cl)Cl. The product is [N:22]1([C:20]([C:11]2([C:14]3[CH:19]=[CH:18][CH:17]=[CH:16][CH:15]=3)[CH2:10][CH2:9][NH:8][CH2:13][CH2:12]2)=[O:21])[CH2:27][CH2:26][O:25][CH2:24][CH2:23]1. The yield is 0.910.